The task is: Regression. Given a peptide amino acid sequence and an MHC pseudo amino acid sequence, predict their binding affinity value. This is MHC class II binding data.. This data is from Peptide-MHC class II binding affinity with 134,281 pairs from IEDB. (1) The binding affinity (normalized) is 0.0578. The MHC is HLA-DPA10103-DPB10301 with pseudo-sequence HLA-DPA10103-DPB10301. The peptide sequence is KNTIVIPKGDFLTGP. (2) The peptide sequence is SKKFIDIFKEEGSNLTSYGR. The MHC is DRB1_1501 with pseudo-sequence DRB1_1501. The binding affinity (normalized) is 1.00.